Dataset: NCI-60 drug combinations with 297,098 pairs across 59 cell lines. Task: Regression. Given two drug SMILES strings and cell line genomic features, predict the synergy score measuring deviation from expected non-interaction effect. (1) Drug 1: C1=NC(=NC(=O)N1C2C(C(C(O2)CO)O)O)N. Drug 2: N.N.Cl[Pt+2]Cl. Cell line: NCIH23. Synergy scores: CSS=49.5, Synergy_ZIP=-2.94, Synergy_Bliss=-1.11, Synergy_Loewe=-1.76, Synergy_HSA=2.19. (2) Drug 1: C1=CC(=CC=C1CCCC(=O)O)N(CCCl)CCCl. Drug 2: C1=CC=C(C(=C1)C(C2=CC=C(C=C2)Cl)C(Cl)Cl)Cl. Cell line: RPMI-8226. Synergy scores: CSS=46.3, Synergy_ZIP=0.197, Synergy_Bliss=-3.01, Synergy_Loewe=-10.6, Synergy_HSA=-3.28. (3) Drug 1: CCCS(=O)(=O)NC1=C(C(=C(C=C1)F)C(=O)C2=CNC3=C2C=C(C=N3)C4=CC=C(C=C4)Cl)F. Drug 2: CC1C(C(CC(O1)OC2CC(CC3=C2C(=C4C(=C3O)C(=O)C5=C(C4=O)C(=CC=C5)OC)O)(C(=O)C)O)N)O.Cl. Cell line: CCRF-CEM. Synergy scores: CSS=31.7, Synergy_ZIP=6.73, Synergy_Bliss=11.9, Synergy_Loewe=-33.0, Synergy_HSA=10.1.